From a dataset of Full USPTO retrosynthesis dataset with 1.9M reactions from patents (1976-2016). Predict the reactants needed to synthesize the given product. (1) The reactants are: [F:1][C:2]([F:35])([CH3:34])[C:3]([NH:5][C@@H:6]([CH3:33])[C@H:7]([O:14][C:15]1[CH:16]=[C:17]2[C:21](=[CH:22][CH:23]=1)[N:20]([C:24]1[CH:25]=[C:26]([CH:30]=[CH:31][CH:32]=1)[C:27]([NH2:29])=[O:28])[N:19]=[CH:18]2)[C:8]1[CH:13]=[CH:12][CH:11]=[CH:10][CH:9]=1)=[O:4].Cl.N[CH2:38][CH2:39][N:40]1[CH2:44][CH2:43][CH2:42][C:41]1=[O:45]. Given the product [F:35][C:2]([F:1])([CH3:34])[C:3]([NH:5][C@@H:6]([CH3:33])[C@H:7]([O:14][C:15]1[CH:16]=[C:17]2[C:21](=[CH:22][CH:23]=1)[N:20]([C:24]1[CH:25]=[C:26]([CH:30]=[CH:31][CH:32]=1)[C:27]([NH:29][CH2:38][CH2:39][N:40]1[CH2:44][CH2:43][CH2:42][C:41]1=[O:45])=[O:28])[N:19]=[CH:18]2)[C:8]1[CH:9]=[CH:10][CH:11]=[CH:12][CH:13]=1)=[O:4], predict the reactants needed to synthesize it. (2) Given the product [CH3:1][O:2][C:3](=[O:29])[CH:4]([N:9]1[C:15](=[O:16])[CH2:14][CH2:13][N:12]([C:17](=[O:28])/[CH:18]=[CH:19]/[C:20]2[CH:25]=[CH:24][C:23]([Cl:26])=[C:22]([Cl:27])[CH:21]=2)[CH2:11][CH2:10]1)[CH2:5][CH2:6][CH2:7][N:30]1[CH2:35][CH2:34][CH2:33][CH2:32][CH2:31]1, predict the reactants needed to synthesize it. The reactants are: [CH3:1][O:2][C:3](=[O:29])[CH:4]([N:9]1[C:15](=[O:16])[CH2:14][CH2:13][N:12]([C:17](=[O:28])/[CH:18]=[CH:19]/[C:20]2[CH:25]=[CH:24][C:23]([Cl:26])=[C:22]([Cl:27])[CH:21]=2)[CH2:11][CH2:10]1)[CH2:5][CH2:6][CH2:7]I.[NH:30]1[CH2:35][CH2:34][CH2:33][CH2:32][CH2:31]1.C(=O)([O-])[O-].[Cs+].[Cs+]. (3) The reactants are: [CH3:1][O:2][CH:3]([O:16][CH3:17])[C:4]1[C:13]([CH:14]=[O:15])=[CH:12][C:11]2[CH2:10][CH2:9][CH2:8][NH:7][C:6]=2[N:5]=1.C1([O:24][C:25](=O)[NH:26][C:27]2[CH:32]=[C:31]([CH2:33][CH3:34])[C:30]([C:35]#[N:36])=[CH:29][N:28]=2)C=CC=CC=1. Given the product [C:35]([C:30]1[C:31]([CH2:33][CH3:34])=[CH:32][C:27]([NH:26][C:25]([N:7]2[C:6]3[C:11](=[CH:12][C:13]([CH:14]=[O:15])=[C:4]([CH:3]([O:2][CH3:1])[O:16][CH3:17])[N:5]=3)[CH2:10][CH2:9][CH2:8]2)=[O:24])=[N:28][CH:29]=1)#[N:36], predict the reactants needed to synthesize it. (4) Given the product [Br:3][C:4]1[CH:5]=[CH:6][C:7]([CH:10]([OH:14])[CH2:11][CH2:12][Cl:13])=[CH:8][CH:9]=1, predict the reactants needed to synthesize it. The reactants are: [BH4-].[Na+].[Br:3][C:4]1[CH:9]=[CH:8][C:7]([C:10](=[O:14])[CH2:11][CH2:12][Cl:13])=[CH:6][CH:5]=1. (5) Given the product [C:1]([O:5][C:6]([NH:8][CH2:9][CH2:10][O:11][C:12]1[C:17]([CH2:18][O:19][C:26]2[CH:27]=[CH:28][C:23]([Cl:22])=[C:24]([CH:25]=2)[NH2:30])=[C:16]([F:20])[C:15]([F:21])=[CH:14][CH:13]=1)=[O:7])([CH3:4])([CH3:2])[CH3:3], predict the reactants needed to synthesize it. The reactants are: [C:1]([O:5][C:6]([NH:8][CH2:9][CH2:10][O:11][C:12]1[C:17]([CH2:18][OH:19])=[C:16]([F:20])[C:15]([F:21])=[CH:14][CH:13]=1)=[O:7])([CH3:4])([CH3:3])[CH3:2].[Cl:22][C:23]1[CH:28]=[CH:27][C:26](O)=[CH:25][C:24]=1[N+:30]([O-])=O.C1(P(C2C=CC=CC=2)C2C=CC=CC=2)C=CC=CC=1.N(C(OC(C)C)=O)=NC(OC(C)C)=O.C(=O)([O-])O.[Na+]. (6) Given the product [N:1]([C:4]1[C:9]([F:10])=[CH:8][N:7]=[CH:6][C:5]=1/[CH:11]=[N:13]/[C:14]1[C:21]([Cl:22])=[CH:20][CH:19]=[CH:18][C:15]=1[C:16]#[N:17])=[N+:2]=[N-:3], predict the reactants needed to synthesize it. The reactants are: [N:1]([C:4]1[C:9]([F:10])=[CH:8][N:7]=[CH:6][C:5]=1[CH:11]=O)=[N+:2]=[N-:3].[NH2:13][C:14]1[C:21]([Cl:22])=[CH:20][CH:19]=[CH:18][C:15]=1[C:16]#[N:17].C(N(CC)CC)C. (7) Given the product [CH2:1]([N:8]1[CH2:13][CH2:12][CH2:11][C:10]([C:26]2[CH:27]=[CH:28][C:23]([OH:29])=[CH:24][CH:25]=2)([C:15]2[CH:20]=[CH:19][CH:18]=[C:17]([O:21][CH3:22])[CH:16]=2)[CH2:9]1)[C:2]1[CH:7]=[CH:6][CH:5]=[CH:4][CH:3]=1, predict the reactants needed to synthesize it. The reactants are: [CH2:1]([N:8]1[CH2:13][CH2:12][CH2:11][C:10]([C:15]2[CH:20]=[CH:19][CH:18]=[C:17]([O:21][CH3:22])[CH:16]=2)(O)[CH2:9]1)[C:2]1[CH:7]=[CH:6][CH:5]=[CH:4][CH:3]=1.[C:23]1([OH:29])[CH:28]=[CH:27][CH:26]=[CH:25][CH:24]=1.[Al+3].[Cl-].[Cl-].[Cl-]. (8) Given the product [ClH:1].[NH2:49][CH2:48][C@H:45]1[CH2:46][CH2:47][C@H:42]([C:40]([NH:39][C@@H:24]([CH2:23][C:19]2[CH:18]=[C:17]([C:4]3[CH:5]=[C:6]([S:9]([N:12]4[CH2:13][CH2:14][CH2:15][CH2:16]4)(=[O:11])=[O:10])[CH:7]=[CH:8][C:3]=3[CH3:2])[CH:22]=[CH:21][CH:20]=2)[C:25](=[O:38])[NH:26][C:27]2[CH:32]=[CH:31][C:30]([C:33]3[NH:34][N:35]=[N:36][N:37]=3)=[CH:29][CH:28]=2)=[O:41])[CH2:43][CH2:44]1, predict the reactants needed to synthesize it. The reactants are: [ClH:1].[CH3:2][C:3]1[CH:8]=[CH:7][C:6]([S:9]([N:12]2[CH2:16][CH2:15][CH2:14][CH2:13]2)(=[O:11])=[O:10])=[CH:5][C:4]=1[C:17]1[CH:22]=[CH:21][CH:20]=[C:19]([CH2:23][C@H:24]([NH:39][C:40]([C@H:42]2[CH2:47][CH2:46][C@H:45]([CH2:48][NH:49]C(=O)OC(C)(C)C)[CH2:44][CH2:43]2)=[O:41])[C:25](=[O:38])[NH:26][C:27]2[CH:32]=[CH:31][C:30]([C:33]3[NH:37][N:36]=[N:35][N:34]=3)=[CH:29][CH:28]=2)[CH:18]=1.C(#N)C. (9) Given the product [CH2:10]([O:1][CH2:2][C:3]([CH3:7])([CH3:6])[C:4]#[N:5])[C:11]1[CH:16]=[CH:15][CH:14]=[CH:13][CH:12]=1, predict the reactants needed to synthesize it. The reactants are: [OH:1][CH2:2][C:3]([CH3:7])([CH3:6])[C:4]#[N:5].[H-].[Na+].[CH2:10](Br)[C:11]1[CH:16]=[CH:15][CH:14]=[CH:13][CH:12]=1.[Cl-].[NH4+].